Task: Predict which catalyst facilitates the given reaction.. Dataset: Catalyst prediction with 721,799 reactions and 888 catalyst types from USPTO (1) Reactant: [Cl:1][C:2]1[CH:30]=[CH:29][C:5]([C:6]([NH:8][C:9]2[N:13]([CH2:14][CH:15]3[CH2:19][CH2:18][CH2:17][N:16]3[C:20](=[O:24])[CH2:21][C:22]#[N:23])[C:12]3[CH:25]=[CH:26][CH:27]=[CH:28][C:11]=3[N:10]=2)=[O:7])=[CH:4][CH:3]=1.C(O)(=O)C.N1CCCCC1.[CH:41](=O)[CH:42]([CH3:44])[CH3:43].O. Product: [Cl:1][C:2]1[CH:3]=[CH:4][C:5]([C:6]([NH:8][C:9]2[N:13]([CH2:14][CH:15]3[CH2:19][CH2:18][CH2:17][N:16]3[C:20](=[O:24])[C:21]([C:22]#[N:23])=[CH:41][CH:42]([CH3:44])[CH3:43])[C:12]3[CH:25]=[CH:26][CH:27]=[CH:28][C:11]=3[N:10]=2)=[O:7])=[CH:29][CH:30]=1. The catalyst class is: 8. (2) Reactant: F[CH2:2][C:3]1[CH:7]=[C:6]([C:8]2[CH:13]=[CH:12][CH:11]=[CH:10][CH:9]=2)[N:5]([C:14]2[CH:19]=[CH:18][C:17]([S:20]([NH2:23])(=[O:22])=[O:21])=[CH:16][CH:15]=2)[N:4]=1.C(OCC)(=[O:26])C. Product: [CH:2]([C:3]1[CH:7]=[C:6]([C:8]2[CH:13]=[CH:12][CH:11]=[CH:10][CH:9]=2)[N:5]([C:14]2[CH:19]=[CH:18][C:17]([S:20]([NH2:23])(=[O:22])=[O:21])=[CH:16][CH:15]=2)[N:4]=1)=[O:26]. The catalyst class is: 697. (3) Reactant: C(OC([NH:8][C@H:9]1[CH2:14][C@@H:13]([CH3:15])[CH2:12][N:11]([C:16]2[CH:21]=[CH:20][N:19]=[CH:18][C:17]=2[NH:22][C:23]([C:25]2[C:34]([NH:35][C:36](=[O:45])[O:37][CH2:38][C:39]3[CH:44]=[CH:43][CH:42]=[CH:41][CH:40]=3)=[CH:33][C:32]3[C:27](=[CH:28][C:29]([N:46]4[CH2:51][CH2:50][O:49][CH2:48][CH2:47]4)=[CH:30][CH:31]=3)[N:26]=2)=[O:24])[CH2:10]1)=O)(C)(C)C.[ClH:52]. Product: [NH2:8][C@H:9]1[CH2:14][C@@H:13]([CH3:15])[CH2:12][N:11]([C:16]2[CH:21]=[CH:20][N:19]=[CH:18][C:17]=2[NH:22][C:23]([C:25]2[C:34]([NH:35][C:36](=[O:45])[O:37][CH2:38][C:39]3[CH:44]=[CH:43][CH:42]=[CH:41][CH:40]=3)=[CH:33][C:32]3[C:27](=[CH:28][C:29]([N:46]4[CH2:47][CH2:48][O:49][CH2:50][CH2:51]4)=[CH:30][CH:31]=3)[N:26]=2)=[O:24])[CH2:10]1.[ClH:52]. The catalyst class is: 169. (4) Reactant: [Br:1][C:2]1[C:3]([C:7]2[CH:12]=[CH:11][N:10]=[CH:9][CH:8]=2)=[N:4][NH:5][CH:6]=1.C([O-])([O-])=O.[K+].[K+].Br[CH2:20][CH2:21][O:22]C(=O)C. Product: [Br:1][C:2]1[C:3]([C:7]2[CH:12]=[CH:11][N:10]=[CH:9][CH:8]=2)=[N:4][N:5]([CH2:20][CH2:21][OH:22])[CH:6]=1. The catalyst class is: 3. (5) Reactant: [CH3:1][O:2][C:3]1([CH2:19][C:20]([NH:22][CH3:23])=[O:21])[C:11]2[C:6](=[CH:7][CH:8]=[CH:9][CH:10]=2)[N:5]([CH:12]2[CH2:17][CH2:16][NH:15][CH2:14][CH2:13]2)[C:4]1=[O:18].CS(O[CH2:29][CH2:30][CH:31]([O:35][C:36]1[CH:41]=[C:40]([O:42][CH3:43])[CH:39]=[CH:38][C:37]=1[Cl:44])[CH:32]([CH3:34])[CH3:33])(=O)=O.C(=O)([O-])[O-].[Cs+].[Cs+].[I-].[Na+]. Product: [Cl:44][C:37]1[CH:38]=[CH:39][C:40]([O:42][CH3:43])=[CH:41][C:36]=1[O:35][CH:31]([CH:32]([CH3:33])[CH3:34])[CH2:30][CH2:29][N:15]1[CH2:14][CH2:13][CH:12]([N:5]2[C:6]3[C:11](=[CH:10][CH:9]=[CH:8][CH:7]=3)[C:3]([CH2:19][C:20]([NH:22][CH3:23])=[O:21])([O:2][CH3:1])[C:4]2=[O:18])[CH2:17][CH2:16]1. The catalyst class is: 10. (6) Reactant: [CH3:1][O:2][C:3]([C:5]1([CH2:10][CH2:11][CH2:12][CH2:13]Br)[CH2:9][CH2:8][CH2:7][CH2:6]1)=[O:4].[CH3:15][S-:16].[Na+].O. Product: [CH3:1][O:2][C:3]([C:5]1([CH2:10][CH2:11][CH2:12][CH2:13][S:16][CH3:15])[CH2:9][CH2:8][CH2:7][CH2:6]1)=[O:4]. The catalyst class is: 3.